From a dataset of Forward reaction prediction with 1.9M reactions from USPTO patents (1976-2016). Predict the product of the given reaction. (1) Given the reactants [Br:1][C:2]1[CH:3]=[C:4]([CH2:8][CH2:9][C:10](N(OC)C)=[O:11])[CH:5]=[CH:6][CH:7]=1.[C:16]1([Mg]Br)[CH:21]=[CH:20][CH:19]=[CH:18][CH:17]=1, predict the reaction product. The product is: [Br:1][C:2]1[CH:3]=[C:4]([CH2:8][CH2:9][C:10]([C:16]2[CH:21]=[CH:20][CH:19]=[CH:18][CH:17]=2)=[O:11])[CH:5]=[CH:6][CH:7]=1. (2) Given the reactants [CH3:1][O:2][C:3](=[O:24])[C@@H:4]([NH:7][C:8](=[O:23])[C:9]1[CH:14]=[CH:13][C:12]([C:15]#[C:16][C:17]2[CH:22]=[CH:21][CH:20]=[CH:19][CH:18]=2)=[CH:11][CH:10]=1)[CH2:5][NH2:6].Cl.CCN(C(C)C)C(C)C.[Br:35][CH2:36][C:37](Br)=[O:38], predict the reaction product. The product is: [CH3:1][O:2][C:3](=[O:24])[C@@H:4]([NH:7][C:8](=[O:23])[C:9]1[CH:14]=[CH:13][C:12]([C:15]#[C:16][C:17]2[CH:18]=[CH:19][CH:20]=[CH:21][CH:22]=2)=[CH:11][CH:10]=1)[CH2:5][NH:6][C:37](=[O:38])[CH2:36][Br:35]. (3) The product is: [CH2:15]([O:22][C:23]1[CH:28]=[CH:27][N:26]([C:29]2[CH:30]=[CH:31][C:32]3[C:24]4[CH2:25][N:26]([CH2:13][C@@H:9]5[CH2:10][CH2:11][CH2:12][N:8]5[C:6]([O:5][C:1]([CH3:4])([CH3:3])[CH3:2])=[O:7])[CH2:27][CH2:28][C:23]=4[N:35]([CH3:38])[C:36]=3[CH:37]=2)[C:25](=[O:43])[CH:24]=1)[C:16]1[CH:17]=[CH:18][CH:19]=[CH:20][CH:21]=1. Given the reactants [C:1]([O:5][C:6]([N:8]1[CH2:12][CH2:11][CH2:10][C@H:9]1[CH2:13]Br)=[O:7])([CH3:4])([CH3:3])[CH3:2].[CH2:15]([O:22][C:23]1[CH:28]=[CH:27][N:26]([C:29]2[CH:37]=[C:36]3[C:32](C4CCNCC=4[N:35]3[CH3:38])=[CH:31][CH:30]=2)[C:25](=[O:43])[CH:24]=1)[C:16]1[CH:21]=[CH:20][CH:19]=[CH:18][CH:17]=1.C([O-])([O-])=O.[Cs+].[Cs+], predict the reaction product. (4) Given the reactants [CH3:1][CH:2]([CH3:10])[CH2:3][C:4](=[O:9])[CH2:5][C:6](=[O:8])[CH3:7].[Br:11][C:12]1[CH:13]=[C:14]([CH:17]=[CH:18][C:19]=1[F:20])[CH:15]=O, predict the reaction product. The product is: [Br:11][C:12]1[CH:13]=[C:14]([CH:17]=[CH:18][C:19]=1[F:20])[CH:15]=[C:5]([C:4](=[O:9])[CH2:3][CH:2]([CH3:10])[CH3:1])[C:6](=[O:8])[CH3:7]. (5) Given the reactants [CH2:1]([O:3][C:4](=[O:19])/[C:5](/[O:16][CH2:17][CH3:18])=[CH:6]/[C:7]1[CH:8]=[C:9]2[C:13](=[CH:14][CH:15]=1)[NH:12][CH:11]=[CH:10]2)[CH3:2].Cl[CH2:21][C:22]1[N:23]=[C:24]([C:28]2[CH:33]=[CH:32][CH:31]=[CH:30][C:29]=2[Cl:34])[O:25][C:26]=1[CH3:27], predict the reaction product. The product is: [CH2:1]([O:3][C:4](=[O:19])/[C:5](/[O:16][CH2:17][CH3:18])=[CH:6]/[C:7]1[CH:8]=[C:9]2[C:13](=[CH:14][CH:15]=1)[N:12]([CH2:21][C:22]1[N:23]=[C:24]([C:28]3[CH:33]=[CH:32][CH:31]=[CH:30][C:29]=3[Cl:34])[O:25][C:26]=1[CH3:27])[CH:11]=[CH:10]2)[CH3:2]. (6) Given the reactants [N+:1]([C:4]1[CH:9]=[C:8]([O:10][C:11]([F:14])([F:13])[F:12])[CH:7]=[CH:6][C:5]=1[S:15]([NH:18][C:19]1[CH:20]=[CH:21][CH:22]=[C:23]2[C:28]=1[N:27]=[CH:26][CH:25]=[CH:24]2)(=[O:17])=[O:16])([O-])=O.Cl[Sn]Cl, predict the reaction product. The product is: [NH2:1][C:4]1[CH:9]=[C:8]([O:10][C:11]([F:13])([F:12])[F:14])[CH:7]=[CH:6][C:5]=1[S:15]([NH:18][C:19]1[CH:20]=[CH:21][CH:22]=[C:23]2[C:28]=1[N:27]=[CH:26][CH:25]=[CH:24]2)(=[O:16])=[O:17]. (7) Given the reactants [NH2:1][C:2]1[CH:7]=[CH:6][CH:5]=[CH:4][CH:3]=1.C[Si]([N-][Si](C)(C)C)(C)C.[Na+].[CH3:18][O:19][C:20]1[CH:27]=[CH:26][C:23]([C:24]#[N:25])=[CH:22][N:21]=1, predict the reaction product. The product is: [CH3:18][O:19][C:20]1[CH:27]=[CH:26][C:23]([C:24]([NH:1][C:2]2[CH:7]=[CH:6][CH:5]=[CH:4][CH:3]=2)=[NH:25])=[CH:22][N:21]=1.